Task: Predict the product of the given reaction.. Dataset: Forward reaction prediction with 1.9M reactions from USPTO patents (1976-2016) (1) Given the reactants [N:1]([CH2:4][CH2:5][CH2:6][CH2:7][C:8]([O:10]C)=[O:9])=[N+:2]=[N-:3].[OH-].[K+], predict the reaction product. The product is: [N:1]([CH2:4][CH2:5][CH2:6][CH2:7][C:8]([OH:10])=[O:9])=[N+:2]=[N-:3]. (2) Given the reactants [N+:1]([C:4]1[CH:12]=[CH:11][C:7]([C:8](Cl)=[O:9])=[CH:6][CH:5]=1)([O-:3])=[O:2].[CH2:13]([OH:20])[C:14]1[CH:19]=[CH:18][CH:17]=[CH:16][CH:15]=1.C([O-])(O)=O.[Na+], predict the reaction product. The product is: [N+:1]([C:4]1[CH:12]=[CH:11][C:7]([C:8]([O:20][CH2:13][C:14]2[CH:19]=[CH:18][CH:17]=[CH:16][CH:15]=2)=[O:9])=[CH:6][CH:5]=1)([O-:3])=[O:2].